Dataset: Full USPTO retrosynthesis dataset with 1.9M reactions from patents (1976-2016). Task: Predict the reactants needed to synthesize the given product. (1) Given the product [Cl:36][C:30]1[CH:31]=[C:32]([F:35])[CH:33]=[CH:34][C:29]=1[C@@H:20]1[N:21]=[C:22]([C:24]2[S:25][CH:26]=[CH:27][N:28]=2)[NH:23][C:18]([CH2:17][N:6]2[CH2:7][C:3]([F:2])([F:15])[CH2:4][C@@H:5]2[CH2:8][CH2:9][CH2:10][CH2:11][C:12]([OH:14])=[O:13])=[C:19]1[C:37]([O:39][CH3:40])=[O:38], predict the reactants needed to synthesize it. The reactants are: Cl.[F:2][C:3]1([F:15])[CH2:7][NH:6][C@@H:5]([CH2:8][CH2:9][CH2:10][CH2:11][C:12]([OH:14])=[O:13])[CH2:4]1.Br[CH2:17][C:18]1[NH:23][C:22]([C:24]2[S:25][CH:26]=[CH:27][N:28]=2)=[N:21][C@@H:20]([C:29]2[CH:34]=[CH:33][C:32]([F:35])=[CH:31][C:30]=2[Cl:36])[C:19]=1[C:37]([O:39][CH3:40])=[O:38].C(=O)([O-])[O-].[K+].[K+]. (2) Given the product [F:8][C:9]1[N:3]2[CH:4]=[CH:5][N:6]=[CH:7][C:2]2=[N:1][C:10]=1[C:12]([F:15])([F:14])[F:13], predict the reactants needed to synthesize it. The reactants are: [NH2:1][C:2]1[CH:7]=[N:6][CH:5]=[CH:4][N:3]=1.[F:8][C:9](F)(F)[C:10]([C:12]([F:15])([F:14])[F:13])=O.[Sn](Cl)Cl.[F-].[K+]. (3) The reactants are: C([O:3][C:4](=[O:19])[CH:5]([S:8][C:9]1[S:10][C:11]2[CH:17]=[CH:16][C:15]([Cl:18])=[CH:14][C:12]=2[N:13]=1)[CH2:6][CH3:7])C.[OH-].[K+]. Given the product [Cl:18][C:15]1[CH:16]=[CH:17][C:11]2[S:10][C:9]([S:8][CH:5]([CH2:6][CH3:7])[C:4]([OH:19])=[O:3])=[N:13][C:12]=2[CH:14]=1, predict the reactants needed to synthesize it. (4) Given the product [NH2:40][C@@H:38]([C:35]1[CH:36]=[CH:37][C:32]([CH2:31][NH:30][C:26]([CH3:28])([CH3:27])[CH3:29])=[CH:33][CH:34]=1)[CH3:39], predict the reactants needed to synthesize it. The reactants are: N1(CC2C=C3C(=CC=2)CC(N)CC3)CCCCC1.C(O)(C(F)(F)F)=O.[C:26]([NH:30][CH2:31][C:32]1[CH:37]=[CH:36][C:35]([C@H:38]([NH:40]C(=O)OC(C)(C)C)[CH3:39])=[CH:34][CH:33]=1)([CH3:29])([CH3:28])[CH3:27]. (5) The reactants are: [NH:1]1[C:9]2[C:4](=[C:5]([N:10]3[CH2:15][CH2:14][NH:13][CH2:12][CH2:11]3)[CH:6]=[CH:7][CH:8]=2)[CH:3]=[CH:2]1.[S:16]1[CH2:18][CH2:17]1. Given the product [NH:1]1[C:9]2[C:4](=[C:5]([N:10]3[CH2:15][CH2:14][N:13]([CH2:18][CH2:17][SH:16])[CH2:12][CH2:11]3)[CH:6]=[CH:7][CH:8]=2)[CH:3]=[CH:2]1, predict the reactants needed to synthesize it. (6) The reactants are: [CH:1]1[C:10]2[C:5](=[CH:6][CH:7]=[CH:8][CH:9]=2)[CH:4]=[CH:3][C:2]=1[C:11](Cl)=[O:12].[NH2:14][CH2:15][CH2:16][CH2:17][CH2:18][OH:19]. Given the product [OH:19][CH2:18][CH2:17][CH2:16][CH2:15][NH:14][C:11]([C:2]1[CH:3]=[CH:4][C:5]2[C:10](=[CH:9][CH:8]=[CH:7][CH:6]=2)[CH:1]=1)=[O:12], predict the reactants needed to synthesize it. (7) Given the product [F:28][C:2]([F:1])([F:27])[C:3]1[CH:8]=[C:7]([C:9]2[O:13][N:12]=[C:11]([C:14]3[CH:15]=[CH:16][C:17]([NH:20][C:29](=[O:35])[CH2:30][CH2:31][C:32]([OH:34])=[O:33])=[CH:18][CH:19]=3)[N:10]=2)[CH:6]=[CH:5][C:4]=1[C:21]1[CH:26]=[CH:25][CH:24]=[CH:23][CH:22]=1, predict the reactants needed to synthesize it. The reactants are: [F:1][C:2]([F:28])([F:27])[C:3]1[CH:8]=[C:7]([C:9]2[O:13][N:12]=[C:11]([C:14]3[CH:19]=[CH:18][C:17]([NH2:20])=[CH:16][CH:15]=3)[N:10]=2)[CH:6]=[CH:5][C:4]=1[C:21]1[CH:26]=[CH:25][CH:24]=[CH:23][CH:22]=1.[C:29]1(=[O:35])[O:34][C:32](=[O:33])[CH2:31][CH2:30]1.